Dataset: Catalyst prediction with 721,799 reactions and 888 catalyst types from USPTO. Task: Predict which catalyst facilitates the given reaction. (1) Reactant: [Cl:1][C:2]1[CH:11]=[CH:10][C:9]2[C:8]([C:12]([OH:14])=O)=[C:7]([Cl:15])[CH:6]=[CH:5][C:4]=2[N:3]=1.[F:16][C:17]1([F:25])[CH2:22][CH2:21][CH:20](NC)[CH2:19][CH2:18]1.Cl.[CH3:27][N:28](C)CCCN=C=NCC.N1(O)C2C=CC=CC=2N=N1.C(N(C(C)C)C(C)C)C. Product: [Cl:1][C:2]1[CH:11]=[CH:10][C:9]2[C:8]([C:12]([NH:28][CH2:27][CH:20]3[CH2:19][CH2:18][C:17]([F:16])([F:25])[CH2:22][CH2:21]3)=[O:14])=[C:7]([Cl:15])[CH:6]=[CH:5][C:4]=2[N:3]=1. The catalyst class is: 18. (2) Reactant: [F:1][C:2]1[CH:11]=[C:10]2[C:5]([C:6]([CH2:13][C:14]([N:16]3[CH2:21][CH2:20][N:19]([C:22]4[C:27]5[CH:28]=[CH:29][S:30][C:26]=5[CH:25]=[CH:24][N:23]=4)[CH2:18][CH2:17]3)=O)=[CH:7][C:8](=[O:12])[NH:9]2)=[CH:4][CH:3]=1.[H-].[Al+3].[Li+].[H-].[H-].[H-].O.[OH-].[Na+]. Product: [F:1][C:2]1[CH:11]=[C:10]2[C:5]([C:6]([CH2:13][CH2:14][N:16]3[CH2:21][CH2:20][N:19]([C:22]4[C:27]5[CH:28]=[CH:29][S:30][C:26]=5[CH:25]=[CH:24][N:23]=4)[CH2:18][CH2:17]3)=[CH:7][C:8](=[O:12])[NH:9]2)=[CH:4][CH:3]=1. The catalyst class is: 7. (3) Reactant: C([NH:18][C@H:19]([C:24]([OH:26])=[O:25])[CH2:20][CH:21]([CH3:23])[CH3:22])(OCC1C2C(=CC=CC=2)C2C1=CC=CC=2)=O.C(N=C=NC(C)C)(C)C.CN(C1C=CC=CN=1)C. Product: [NH2:18][C@H:19]([C:24]([OH:26])=[O:25])[CH2:20][CH:21]([CH3:23])[CH3:22]. The catalyst class is: 3. (4) Reactant: C[CH2:2][N:3]=C=NCCCN(C)C.C1C=CC2N(O)N=NC=2C=1.CCN(C(C)C)C(C)C.Cl.CN.[CH3:34][C:35]1[CH:40]=[CH:39][N:38]=[CH:37][C:36]=1[N:41]1[CH2:45][CH2:44][N:43]([C:46]2[CH:54]=[CH:53][C:49]([C:50]([OH:52])=O)=[CH:48][CH:47]=2)[C:42]1=[O:55]. Product: [CH3:2][NH:3][C:50](=[O:52])[C:49]1[CH:48]=[CH:47][C:46]([N:43]2[CH2:44][CH2:45][N:41]([C:36]3[CH:37]=[N:38][CH:39]=[CH:40][C:35]=3[CH3:34])[C:42]2=[O:55])=[CH:54][CH:53]=1. The catalyst class is: 3. (5) Reactant: [N:1]([C@@H:4]([CH:40]([C:48]1[CH:53]=[CH:52][CH:51]=[C:50]([F:54])[CH:49]=1)[C:41]1[CH:46]=[CH:45][CH:44]=[C:43]([F:47])[CH:42]=1)[C:5]([NH:7][C:8]1[CH:38]=[CH:37][CH:36]=[C:35]([F:39])[C:9]=1[CH2:10][CH2:11][C@@H:12]1[N:17]([S:18]([C:21]2[CH:26]=[CH:25][CH:24]=[CH:23][CH:22]=2)(=[O:20])=[O:19])[C@@H:16]([CH3:27])[CH2:15][N:14]([C:28]([O:30][C:31]([CH3:34])([CH3:33])[CH3:32])=[O:29])[CH2:13]1)=[O:6])=[N+]=[N-].CP(C)C. Product: [NH2:1][C@@H:4]([CH:40]([C:41]1[CH:46]=[CH:45][CH:44]=[C:43]([F:47])[CH:42]=1)[C:48]1[CH:53]=[CH:52][CH:51]=[C:50]([F:54])[CH:49]=1)[C:5]([NH:7][C:8]1[CH:38]=[CH:37][CH:36]=[C:35]([F:39])[C:9]=1[CH2:10][CH2:11][C@@H:12]1[N:17]([S:18]([C:21]2[CH:26]=[CH:25][CH:24]=[CH:23][CH:22]=2)(=[O:20])=[O:19])[C@@H:16]([CH3:27])[CH2:15][N:14]([C:28]([O:30][C:31]([CH3:32])([CH3:33])[CH3:34])=[O:29])[CH2:13]1)=[O:6]. The catalyst class is: 161. (6) Reactant: [CH3:1][C:2]1([CH3:10])[O:6][C@H:5]([C:7](=O)C)[CH2:4][O:3]1.C1COCC1.Cl.[NH2:17][OH:18].C([O-])([O-])=O.[Na+].[Na+]. Product: [CH3:1][C:2]1([CH3:10])[O:6][C@H:5]([CH:7]=[N:17][OH:18])[CH2:4][O:3]1. The catalyst class is: 6. (7) Reactant: [N+:1]([C:4]1[CH:5]=[C:6]([CH2:10][C:11]#[N:12])[CH:7]=[CH:8][CH:9]=1)([O-])=O. Product: [NH2:1][C:4]1[CH:5]=[C:6]([CH2:10][C:11]#[N:12])[CH:7]=[CH:8][CH:9]=1. The catalyst class is: 292. (8) Reactant: Cl[C:2]1[CH:3]=[C:4]([CH:25]=[CH:26][N:27]=1)[C:5]([NH:7][C:8]1[S:9][C:10]2[C:16]([N:17]3[CH2:22][CH2:21][O:20][CH2:19][CH2:18]3)=[CH:15][CH:14]=[C:13]([O:23][CH3:24])[C:11]=2[N:12]=1)=[O:6].[H-].[Na+].[OH:30][CH2:31][C:32]1[CH:37]=[CH:36][CH:35]=[CH:34][N:33]=1. Product: [CH3:24][O:23][C:13]1[C:11]2[N:12]=[C:8]([NH:7][C:5](=[O:6])[C:4]3[CH:25]=[CH:26][N:27]=[C:2]([O:30][CH2:31][C:32]4[CH:37]=[CH:36][CH:35]=[CH:34][N:33]=4)[CH:3]=3)[S:9][C:10]=2[C:16]([N:17]2[CH2:22][CH2:21][O:20][CH2:19][CH2:18]2)=[CH:15][CH:14]=1. The catalyst class is: 12. (9) Reactant: [C:1]([O:5][CH2:6][CH3:7])(=[O:4])[CH2:2][SH:3].[Br:8][C:9]1[CH:16]=[CH:15][C:12]([CH:13]=O)=[C:11](F)[CH:10]=1.C(N(CC)CC)C. The catalyst class is: 16. Product: [Br:8][C:9]1[CH:10]=[CH:11][C:12]2[CH:13]=[C:2]([C:1]([O:5][CH2:6][CH3:7])=[O:4])[S:3][C:15]=2[CH:16]=1.